Dataset: Full USPTO retrosynthesis dataset with 1.9M reactions from patents (1976-2016). Task: Predict the reactants needed to synthesize the given product. Given the product [CH:8]1[C:7]2[NH:6][C:5]3[C:13](=[CH:14][C:2]([C:17]4[CH:22]=[CH:21][C:20]([N:23]([C:30]5[CH:35]=[CH:34][CH:33]=[CH:32][CH:31]=5)[C:24]5[CH:29]=[CH:28][CH:27]=[CH:26][CH:25]=5)=[CH:19][CH:18]=4)=[CH:3][CH:4]=3)[C:12]=2[CH:11]=[C:58]([C:53]2[CH:52]=[CH:57][C:56]([N:6]([C:5]3[CH:13]=[CH:14][CH:2]=[CH:3][CH:4]=3)[C:7]3[CH:8]=[CH:9][CH:10]=[CH:11][CH:12]=3)=[CH:55][CH:54]=2)[CH:9]=1, predict the reactants needed to synthesize it. The reactants are: Br[C:2]1[CH:3]=[CH:4][C:5]2[NH:6][C:7]3[C:12]([C:13]=2[CH:14]=1)=[CH:11][C:10](Br)=[CH:9][CH:8]=3.B(O)(O)[C:17]1[CH:22]=[CH:21][C:20]([N:23]([C:30]2[CH:35]=[CH:34][CH:33]=[CH:32][CH:31]=2)[C:24]2[CH:29]=[CH:28][CH:27]=[CH:26][CH:25]=2)=[CH:19][CH:18]=1.[C:53]1([CH3:58])[CH:54]=[CH:55][CH:56]=[CH:57][C:52]=1P([C:52]1[CH:57]=[CH:56][CH:55]=[CH:54][C:53]=1[CH3:58])[C:52]1[CH:57]=[CH:56][CH:55]=[CH:54][C:53]=1[CH3:58].C(=O)([O-])[O-].[K+].[K+].